The task is: Regression. Given a peptide amino acid sequence and an MHC pseudo amino acid sequence, predict their binding affinity value. This is MHC class I binding data.. This data is from Peptide-MHC class I binding affinity with 185,985 pairs from IEDB/IMGT. (1) The peptide sequence is QLLMPLKAPK. The MHC is HLA-A68:01 with pseudo-sequence HLA-A68:01. The binding affinity (normalized) is 0.322. (2) The peptide sequence is GLKGPDIYKGV. The MHC is H-2-Kb with pseudo-sequence H-2-Kb. The binding affinity (normalized) is 0.0536. (3) The peptide sequence is NRYGVAYVY. The MHC is HLA-B57:01 with pseudo-sequence HLA-B57:01. The binding affinity (normalized) is 0.0847. (4) The MHC is HLA-B08:03 with pseudo-sequence HLA-B08:03. The peptide sequence is FQKDAKVLF. The binding affinity (normalized) is 0.585. (5) The peptide sequence is ALLTGSYTI. The MHC is HLA-A02:19 with pseudo-sequence HLA-A02:19. The binding affinity (normalized) is 0.723.